This data is from Reaction yield outcomes from USPTO patents with 853,638 reactions. The task is: Predict the reaction yield, written as a fraction of the theoretical maximum amount of product (1.0 means a 100% yield; for example, 0.34 means a 34% yield). The reactants are [NH2:1][NH:2][C:3]([NH2:5])=[S:4].Cl.C(O[C:10](=N)[CH2:11][C:12]([O:14][CH2:15][CH3:16])=[O:13])C. No catalyst specified. The product is [NH2:5][C:3]1[S:4][C:10]([CH2:11][C:12]([O:14][CH2:15][CH3:16])=[O:13])=[N:1][N:2]=1. The yield is 0.470.